From a dataset of Catalyst prediction with 721,799 reactions and 888 catalyst types from USPTO. Predict which catalyst facilitates the given reaction. (1) Reactant: Cl.[Cl:2][CH2:3][CH2:4][NH:5][CH2:6][CH2:7][Cl:8].[OH-].[Na+].[C:11](O[C:11]([O:13][C:14]([CH3:17])([CH3:16])[CH3:15])=[O:12])([O:13][C:14]([CH3:17])([CH3:16])[CH3:15])=[O:12]. Product: [C:14]([O:13][C:11](=[O:12])[N:5]([CH2:6][CH2:7][Cl:8])[CH2:4][CH2:3][Cl:2])([CH3:17])([CH3:16])[CH3:15]. The catalyst class is: 4. (2) Product: [NH2:1][C:2]1[N:7]=[CH:6][N:5]=[C:4]2[N:8]([C@H:18]3[CH2:23][CH2:22][C@@H:21]([N:24]4[CH2:25][CH2:26][N:27]([CH3:30])[CH2:28][CH2:29]4)[CH2:20][CH2:19]3)[N:9]=[C:10]([C:11]3[CH:16]=[CH:15][C:14]([O:17][C:32]4[CH:39]=[CH:38][CH:37]=[C:36]([S:40][C:41]5[CH:42]=[CH:43][C:44]([CH3:47])=[CH:45][CH:46]=5)[C:33]=4[C:34]#[N:35])=[CH:13][CH:12]=3)[C:3]=12. The catalyst class is: 42. Reactant: [NH2:1][C:2]1[N:7]=[CH:6][N:5]=[C:4]2[N:8]([C@H:18]3[CH2:23][CH2:22][C@@H:21]([N:24]4[CH2:29][CH2:28][N:27]([CH3:30])[CH2:26][CH2:25]4)[CH2:20][CH2:19]3)[N:9]=[C:10]([C:11]3[CH:16]=[CH:15][C:14]([OH:17])=[CH:13][CH:12]=3)[C:3]=12.F[C:32]1[CH:39]=[CH:38][CH:37]=[C:36]([S:40][C:41]2[CH:46]=[CH:45][C:44]([CH3:47])=[CH:43][CH:42]=2)[C:33]=1[C:34]#[N:35].C(=O)([O-])[O-].[K+].[K+].[OH-].[Na+].